From a dataset of Full USPTO retrosynthesis dataset with 1.9M reactions from patents (1976-2016). Predict the reactants needed to synthesize the given product. (1) Given the product [I:9][C:6]1[CH:7]=[CH:8][C:3]([CH2:2][N:10]2[CH2:15][CH2:14][S:13](=[O:17])(=[O:16])[CH2:12][CH2:11]2)=[CH:4][CH:5]=1, predict the reactants needed to synthesize it. The reactants are: Br[CH2:2][C:3]1[CH:8]=[CH:7][C:6]([I:9])=[CH:5][CH:4]=1.[NH:10]1[CH2:15][CH2:14][S:13](=[O:17])(=[O:16])[CH2:12][CH2:11]1.CCN(C(C)C)C(C)C. (2) Given the product [CH:23]([C:22]1[S:3][C:1]([N:4]2[CH2:8][CH2:7][CH2:6][C@H:5]2[C:9]([O:11][C:12]([CH3:15])([CH3:14])[CH3:13])=[O:10])=[N:2][CH:25]=1)=[O:24], predict the reactants needed to synthesize it. The reactants are: [C:1]([N:4]1[CH2:8][CH2:7][CH2:6][C@H:5]1[C:9]([O:11][C:12]([CH3:15])([CH3:14])[CH3:13])=[O:10])(=[S:3])[NH2:2].C([O-])(=O)C.[Na+].Br[CH:22]([CH:25]=O)[CH:23]=[O:24]. (3) Given the product [CH2:1]([CH:3]([NH:6][C:7]1[CH:12]=[C:11]([CH3:13])[N:10]=[C:9]([O:14][C:15]2[C:16]([CH3:23])=[CH:17][C:18]([CH3:22])=[CH:19][C:20]=2[CH3:21])[C:8]=1[CH:24]([OH:25])[CH3:27])[CH2:4][CH3:5])[CH3:2], predict the reactants needed to synthesize it. The reactants are: [CH2:1]([CH:3]([NH:6][C:7]1[CH:12]=[C:11]([CH3:13])[N:10]=[C:9]([O:14][C:15]2[C:20]([CH3:21])=[CH:19][C:18]([CH3:22])=[CH:17][C:16]=2[CH3:23])[C:8]=1[CH:24]=[O:25])[CH2:4][CH3:5])[CH3:2].[Li].[CH3:27][Li].